This data is from Reaction yield outcomes from USPTO patents with 853,638 reactions. The task is: Predict the reaction yield, written as a fraction of the theoretical maximum amount of product (1.0 means a 100% yield; for example, 0.34 means a 34% yield). The reactants are [CH:1]([C:4]1[CH:9]=[CH:8][C:7]([NH:10][C:11](=[O:43])[C:12]2[CH:17]=[CH:16][CH:15]=[C:14]([O:18][C:19]3[CH:24]=[CH:23][N:22]=[C:21]4[N:25](CC5C=CC(OC)=CC=5)[N:26]=[C:27]([NH:28][C@@H:29]5[CH2:33][CH2:32][NH:31][CH2:30]5)[C:20]=34)[CH:13]=2)=[CH:6][C:5]=1[CH3:44])([CH3:3])[CH3:2]. The catalyst is C(O)(C(F)(F)F)=O. The product is [CH:1]([C:4]1[CH:9]=[CH:8][C:7]([NH:10][C:11](=[O:43])[C:12]2[CH:17]=[CH:16][CH:15]=[C:14]([O:18][C:19]3[CH:24]=[CH:23][N:22]=[C:21]4[NH:25][N:26]=[C:27]([NH:28][C@@H:29]5[CH2:33][CH2:32][NH:31][CH2:30]5)[C:20]=34)[CH:13]=2)=[CH:6][C:5]=1[CH3:44])([CH3:3])[CH3:2]. The yield is 0.650.